This data is from Forward reaction prediction with 1.9M reactions from USPTO patents (1976-2016). The task is: Predict the product of the given reaction. (1) Given the reactants [CH2:1]([O:3][C:4]1[CH:17]=[C:16]2[C:7]([C:8]([C:22]3[CH:27]=[CH:26][CH:25]=[C:24]([NH:28][C:29](=[O:33])[CH2:30][O:31][CH3:32])[CH:23]=3)=[N:9][CH:10]3[CH:15]2[CH2:14][CH:13]([O:18]C(=O)C)[CH2:12][CH2:11]3)=[CH:6][C:5]=1[O:34][CH3:35])[CH3:2].C(=O)([O-])[O-].[Cs+].[Cs+], predict the reaction product. The product is: [CH2:1]([O:3][C:4]1[CH:17]=[C:16]2[C:7]([C:8]([C:22]3[CH:23]=[C:24]([NH:28][C:29](=[O:33])[CH2:30][O:31][CH3:32])[CH:25]=[CH:26][CH:27]=3)=[N:9][CH:10]3[CH:15]2[CH2:14][CH:13]([OH:18])[CH2:12][CH2:11]3)=[CH:6][C:5]=1[O:34][CH3:35])[CH3:2]. (2) The product is: [C:25]1([CH:7]([C:1]2[CH:6]=[CH:5][CH:4]=[CH:3][CH:2]=2)[CH:8]2[CH2:13][N:12]([CH2:14][CH2:15][CH2:16][C:17]3[CH:22]=[CH:21][CH:20]=[C:19]([OH:23])[CH:18]=3)[C:11](=[O:24])[CH2:10][CH2:9]2)[CH:26]=[CH:27][CH:28]=[CH:29][CH:30]=1. Given the reactants [C:1]1([CH:7]([C:25]2[CH:30]=[CH:29][CH:28]=[CH:27][CH:26]=2)[C:8]2[CH:9]=[CH:10][C:11](=[O:24])[N:12]([CH2:14][CH2:15][CH2:16][C:17]3[CH:22]=[CH:21][CH:20]=[C:19]([OH:23])[CH:18]=3)[CH:13]=2)[CH:6]=[CH:5][CH:4]=[CH:3][CH:2]=1, predict the reaction product. (3) Given the reactants [Cl:1][C:2]1[CH:7]=[C:6]([C:8]2[O:9][C:10]([CH3:13])=[CH:11][CH:12]=2)[CH:5]=[CH:4][C:3]=1[S:14]([NH:17][C:18]1[CH:19]=[C:20]([NH:26][C:27](=[O:38])[C@@H:28]([NH:30]C(=O)OC(C)(C)C)[CH3:29])[CH:21]=[CH:22][C:23]=1[O:24][CH3:25])(=[O:16])=[O:15].Cl, predict the reaction product. The product is: [ClH:1].[Cl:1][C:2]1[CH:7]=[C:6]([C:8]2[O:9][C:10]([CH3:13])=[CH:11][CH:12]=2)[CH:5]=[CH:4][C:3]=1[S:14]([NH:17][C:18]1[CH:19]=[C:20]([NH:26][C:27](=[O:38])[C@H:28]([CH3:29])[NH2:30])[CH:21]=[CH:22][C:23]=1[O:24][CH3:25])(=[O:15])=[O:16]. (4) Given the reactants [C:1]([NH:6][CH2:7][CH2:8][CH2:9][CH2:10][CH2:11][C:12]([NH:14][NH2:15])=[O:13])(=[O:5])[C:2]([CH3:4])=[CH2:3].[CH3:16][C@@H:17]1[O:22][C@@H:21]([O:23][C@@H:24]2[C:29]3=[C:30]([OH:47])[C:31]4[C:43](=[O:44])[C:42]5[C:37](=[CH:38][CH:39]=[CH:40][C:41]=5[O:45][CH3:46])[C:35](=[O:36])[C:32]=4[C:33]([OH:34])=[C:28]3[CH2:27][C@@:26]([OH:52])([C:48]([CH2:50][OH:51])=[O:49])[CH2:25]2)[CH2:20][C@H:19]([NH2:53])[C@@H:18]1[OH:54].Cl.C(O)(=O)C, predict the reaction product. The product is: [C:1]([NH:6][CH2:7][CH2:8][CH2:9][CH2:10][CH2:11][C:12]([NH:14][NH2:15])=[O:13])(=[O:5])[C:2]([CH3:4])=[CH2:3].[CH3:16][C@@H:17]1[O:22][C@@H:21]([O:23][C@@H:24]2[C:29]3=[C:30]([OH:47])[C:31]4[C:43](=[O:44])[C:42]5[C:37](=[CH:38][CH:39]=[CH:40][C:41]=5[O:45][CH3:46])[C:35](=[O:36])[C:32]=4[C:33]([OH:34])=[C:28]3[CH2:27][C@@:26]([OH:52])([C:48]([CH2:50][OH:51])=[O:49])[CH2:25]2)[CH2:20][C@H:19]([NH2:53])[C@@H:18]1[OH:54]. (5) Given the reactants C(C1C=CC=CC=1)C.Cl.CN(C)C(C)C.[Cl-].[K+].[F:18][C:19]([F:24])([F:23])[S:20](O)=[O:21].CN(C)C(C)C.S(Cl)(Cl)=O.[NH2:35][C:36]1[N:40]([C:41]2[C:46]([Cl:47])=[CH:45][C:44]([C:48]([F:51])([F:50])[F:49])=[CH:43][C:42]=2[Cl:52])[N:39]=[C:38]([C:53]#[N:54])[CH:37]=1, predict the reaction product. The product is: [CH:45]1[C:44]([C:48]([F:51])([F:50])[F:49])=[CH:43][C:42]([Cl:52])=[C:41]([N:40]2[N:39]=[C:38]([C:53]#[N:54])[C:37]([S+:20]([O-:21])[C:19]([F:24])([F:23])[F:18])=[C:36]2[NH2:35])[C:46]=1[Cl:47].